From a dataset of Catalyst prediction with 721,799 reactions and 888 catalyst types from USPTO. Predict which catalyst facilitates the given reaction. (1) Reactant: [Br:1][C:2]1[CH:3]=[C:4]([O:15][CH:16]2[CH2:20][CH2:19][N:18](C(OC(C)(C)C)=O)[CH2:17]2)[C:5]([NH:8][C:9]2[S:10][CH:11]=[C:12]([CH3:14])[N:13]=2)=[N:6][CH:7]=1.C(Cl)[Cl:29].CO.[ClH:33]. Product: [ClH:29].[ClH:33].[Br:1][C:2]1[CH:3]=[C:4]([O:15][CH:16]2[CH2:20][CH2:19][NH:18][CH2:17]2)[C:5]([NH:8][C:9]2[S:10][CH:11]=[C:12]([CH3:14])[N:13]=2)=[N:6][CH:7]=1. The catalyst class is: 12. (2) Reactant: Br[CH2:2][O:3][C:4]1[CH:9]=[CH:8][CH:7]=[CH:6][CH:5]=1.C([Mg]Cl)(C)C.[CH:15](N1CCCCC1)=[O:16]. Product: [CH3:2][O:3][C:4]1[CH:9]=[CH:8][CH:7]=[CH:6][C:5]=1[CH:15]=[O:16]. The catalyst class is: 7. (3) Reactant: C[O:2][C:3]1(OC)[CH2:6][C:5]([CH2:10][C:11]#[N:12])([CH2:7][C:8]#[N:9])[CH2:4]1.C1(C)C=CC(S(O)(=O)=O)=CC=1.C([O-])(O)=O.[Na+]. Product: [O:2]=[C:3]1[CH2:6][C:5]([CH2:7][C:8]#[N:9])([CH2:10][C:11]#[N:12])[CH2:4]1. The catalyst class is: 21. (4) Reactant: Br.[CH3:2][C@H:3]1[CH2:12][CH2:11][C:10]2[C:9]([OH:13])=[CH:8][CH:7]=[CH:6][C:5]=2[NH:4]1.N1C=CC=CC=1.[CH:20]1([C:23](Cl)=[O:24])[CH2:22][CH2:21]1.Cl. Product: [CH:20]1([C:23]([N:4]2[C:5]3[CH:6]=[CH:7][CH:8]=[C:9]([OH:13])[C:10]=3[CH2:11][CH2:12][C@@H:3]2[CH3:2])=[O:24])[CH2:22][CH2:21]1. The catalyst class is: 3. (5) Reactant: C(=O)([O-])[O-].[K+].[K+].O.C([C@@H]([C@H](C(O)=O)O)O)(O)=O.[C:18]([O:26][CH2:27][CH2:28][CH2:29][N:30]1[C:38]2[C:33](=[CH:34][C:35]([CH2:41][C@H:42]([NH2:44])[CH3:43])=[CH:36][C:37]=2[C:39]#[N:40])[CH2:32][CH2:31]1)(=[O:25])[C:19]1[CH:24]=[CH:23][CH:22]=[CH:21][CH:20]=1. Product: [C:18]([O:26][CH2:27][CH2:28][CH2:29][N:30]1[C:38]2[C:33](=[CH:34][C:35]([CH2:41][C@H:42]([NH2:44])[CH3:43])=[CH:36][C:37]=2[C:39]#[N:40])[CH2:32][CH2:31]1)(=[O:25])[C:19]1[CH:20]=[CH:21][CH:22]=[CH:23][CH:24]=1. The catalyst class is: 13. (6) Reactant: Cl[C:2]1[C:11]2[C:6](=[CH:7][CH:8]=[CH:9][CH:10]=2)[N:5]=[CH:4][C:3]=1[N+:12]([O-:14])=[O:13].C(N(CC)CC)C.[N:22]1[CH:27]=[CH:26][CH:25]=[C:24]([C:28]2[O:32][N:31]=[C:30]([CH2:33][NH2:34])[CH:29]=2)[CH:23]=1. Product: [N+:12]([C:3]1[CH:4]=[N:5][C:6]2[C:11]([C:2]=1[NH:34][CH2:33][C:30]1[CH:29]=[C:28]([C:24]3[CH:23]=[N:22][CH:27]=[CH:26][CH:25]=3)[O:32][N:31]=1)=[CH:10][CH:9]=[CH:8][CH:7]=2)([O-:14])=[O:13]. The catalyst class is: 4. (7) Reactant: C(Cl)(=O)C(Cl)=O.CS(C)=O.[Cl:11][C:12]1[CH:17]=[CH:16][N:15]=[C:14]([CH:18]([CH:20]2[CH2:22][CH2:21]2)[OH:19])[C:13]=1[O:23][CH3:24].C(N(CC)CC)C. Product: [Cl:11][C:12]1[CH:17]=[CH:16][N:15]=[C:14]([C:18]([CH:20]2[CH2:22][CH2:21]2)=[O:19])[C:13]=1[O:23][CH3:24]. The catalyst class is: 46.